The task is: Predict the reactants needed to synthesize the given product.. This data is from Full USPTO retrosynthesis dataset with 1.9M reactions from patents (1976-2016). (1) Given the product [CH:1]1([CH2:6][CH2:7][CH2:8][NH:10][C:11]2[CH:12]=[CH:13][C:14]3[C:19](=[O:20])[O:18][C:17]([CH3:21])([CH3:22])[O:16][C:15]=3[CH:23]=2)[CH2:5][CH2:4][CH2:3][CH2:2]1, predict the reactants needed to synthesize it. The reactants are: [CH:1]1([CH2:6][CH2:7][C:8]([NH:10][C:11]2[CH:12]=[CH:13][C:14]3[C:19](=[O:20])[O:18][C:17]([CH3:22])([CH3:21])[O:16][C:15]=3[CH:23]=2)=O)[CH2:5][CH2:4][CH2:3][CH2:2]1.B. (2) Given the product [OH:39][CH:38]([C:40]1[CH:45]=[CH:44][CH:43]=[C:42]([OH:46])[CH:41]=1)[CH2:37][NH:36][C:16]([C@@H:9]1[CH2:10][C:11](=[N:13][O:14][CH3:15])[CH2:12][N:8]1[C:6]([C:30]1[CH:29]=[CH:28][C:27]([C:22]2[CH:23]=[CH:24][CH:25]=[CH:26][C:21]=2[C:19]#[N:20])=[CH:32][CH:31]=1)=[O:7])=[O:18], predict the reactants needed to synthesize it. The reactants are: C(O[C:6]([N:8]1[CH2:12][C:11](=[N:13][O:14][CH3:15])[CH2:10][C@H:9]1[C:16]([OH:18])=O)=[O:7])(C)(C)C.[C:19]([C:21]1[CH:26]=[CH:25][CH:24]=[CH:23][C:22]=1[C:27]1[CH:32]=[CH:31][C:30](C(O)=O)=[CH:29][CH:28]=1)#[N:20].[NH2:36][CH2:37][CH:38]([C:40]1[CH:41]=[C:42]([OH:46])[CH:43]=[CH:44][CH:45]=1)[OH:39]. (3) Given the product [CH2:58]([C:55]1[CH:54]=[CH:53][C:52]([CH2:51][C:48]2[C:45]3[C:44](=[CH:43][C:42]4[CH2:41][O:40][C@:10]5([C:47]=4[CH:46]=3)[C@H:9]([OH:8])[C@@H:14]([OH:15])[C@H:13]([OH:23])[C@@H:12]([CH2:31][OH:32])[O:11]5)[S:50][CH:49]=2)=[CH:57][CH:56]=1)[CH3:59], predict the reactants needed to synthesize it. The reactants are: C([O:8][C@@H:9]1[C@@H:14]([O:15]CC2C=CC=CC=2)[C@@H:13]([O:23]CC2C=CC=CC=2)[C@@H:12]([CH2:31][O:32]CC2C=CC=CC=2)[O:11][C@:10]21[C:47]1[CH:46]=[C:45]3[C:48]([CH2:51][C:52]4[CH:57]=[CH:56][C:55]([CH2:58][CH3:59])=[CH:54][CH:53]=4)=[CH:49][S:50][C:44]3=[CH:43][C:42]=1[CH2:41][O:40]2)C1C=CC=CC=1.CC1C(C)=C(C)C(C)=C(C)C=1.B(Cl)(Cl)Cl.CO. (4) The reactants are: [O:1]1[C:7]2[CH:8]=[C:9]([C:12]([O:14][CH3:15])=[O:13])[CH:10]=[CH:11][C:6]=2[CH2:5][NH:4][CH2:3][CH2:2]1.C(N(CC)CC)C.[N:23]([C:26]1[CH:31]=[CH:30][C:29]([O:32][CH3:33])=[CH:28][CH:27]=1)=[C:24]=[O:25]. Given the product [CH3:33][O:32][C:29]1[CH:30]=[CH:31][C:26]([NH:23][C:24]([N:4]2[CH2:5][C:6]3[CH:11]=[CH:10][C:9]([C:12]([O:14][CH3:15])=[O:13])=[CH:8][C:7]=3[O:1][CH2:2][CH2:3]2)=[O:25])=[CH:27][CH:28]=1, predict the reactants needed to synthesize it. (5) Given the product [CH:1]1([N:6]2[C:15]3[N:14]=[C:13]([C:16]4[CH:21]=[CH:20][N:19]=[CH:18][C:17]=4[NH:22][C:28](=[O:35])[C:29]4[CH:34]=[CH:33][CH:32]=[CH:31][CH:30]=4)[N:12]=[CH:11][C:10]=3[N:9]3[CH:23]=[N:24][N:25]=[C:8]3[C@H:7]2[CH2:26][CH3:27])[CH2:2][CH2:3][CH2:4][CH2:5]1, predict the reactants needed to synthesize it. The reactants are: [CH:1]1([N:6]2[C:15]3[N:14]=[C:13]([C:16]4[CH:21]=[CH:20][N:19]=[CH:18][C:17]=4[NH2:22])[N:12]=[CH:11][C:10]=3[N:9]3[CH:23]=[N:24][N:25]=[C:8]3[C@H:7]2[CH2:26][CH3:27])[CH2:5][CH2:4][CH2:3][CH2:2]1.[C:28](O)(=[O:35])[C:29]1[CH:34]=[CH:33][CH:32]=[CH:31][CH:30]=1.CN(C(ON1N=NC2C=CC=NC1=2)=[N+](C)C)C.F[P-](F)(F)(F)(F)F.CCN(C(C)C)C(C)C. (6) Given the product [CH3:1][C:2]1[CH:19]=[CH:18][C:5]2[CH2:6][C@H:7]3[N:8]([CH3:17])[CH2:9][CH2:10][C@@:11]4([C:4]=2[CH:3]=1)[C@H:16]3[CH2:15][CH2:14][CH2:13][CH2:12]4, predict the reactants needed to synthesize it. The reactants are: [CH3:1][C:2]1[CH:19]=[CH:18][C:5]([CH2:6][CH:7]2[C:16]3[CH2:15][CH2:14][CH2:13][CH2:12][C:11]=3[CH2:10][CH2:9][N:8]2[CH3:17])=[CH:4][CH:3]=1.P(=O)(O)(O)O.N. (7) Given the product [CH3:1][N:2]1[C@@H:3]2[CH2:9][CH:8]([S:19][C:18]([SH:20])=[O:17])[CH2:7][C@H:6]1[CH2:5][CH2:4]2, predict the reactants needed to synthesize it. The reactants are: [CH3:1][N:2]1[CH:6]2[CH2:7][CH:8](OS(C)(=O)=O)[CH2:9][CH:3]1[CH2:4][CH2:5]2.C([O:17][C:18]([S-:20])=[S:19])C.[Na+].C1(C)C=CC=CC=1. (8) The reactants are: [OH:1][C:2]1[CH:7]=[CH:6][C:5](B(O)O)=[CH:4][CH:3]=1.[C:11]([C@@H:14]([NH:16][C:17]1[N:22]=[C:21](Cl)[N:20]=[C:19]([C:24]([NH2:26])=[O:25])[CH:18]=1)[CH3:15])(=[O:13])[NH2:12].C([O-])([O-])=O.[Na+].[Na+]. Given the product [C:11]([C@@H:14]([NH:16][C:17]1[N:22]=[C:21]([C:5]2[CH:6]=[CH:7][C:2]([OH:1])=[CH:3][CH:4]=2)[N:20]=[C:19]([C:24]([NH2:26])=[O:25])[CH:18]=1)[CH3:15])(=[O:13])[NH2:12], predict the reactants needed to synthesize it.